This data is from NCI-60 drug combinations with 297,098 pairs across 59 cell lines. The task is: Regression. Given two drug SMILES strings and cell line genomic features, predict the synergy score measuring deviation from expected non-interaction effect. (1) Drug 1: CN1C(=O)N2C=NC(=C2N=N1)C(=O)N. Drug 2: C1CC(=O)NC(=O)C1N2C(=O)C3=CC=CC=C3C2=O. Cell line: MCF7. Synergy scores: CSS=-0.0170, Synergy_ZIP=-0.311, Synergy_Bliss=-0.305, Synergy_Loewe=0.267, Synergy_HSA=-0.939. (2) Drug 1: CC1=CC2C(CCC3(C2CCC3(C(=O)C)OC(=O)C)C)C4(C1=CC(=O)CC4)C. Drug 2: CCC1(CC2CC(C3=C(CCN(C2)C1)C4=CC=CC=C4N3)(C5=C(C=C6C(=C5)C78CCN9C7C(C=CC9)(C(C(C8N6C=O)(C(=O)OC)O)OC(=O)C)CC)OC)C(=O)OC)O.OS(=O)(=O)O. Cell line: SF-539. Synergy scores: CSS=46.6, Synergy_ZIP=11.0, Synergy_Bliss=14.1, Synergy_Loewe=-9.28, Synergy_HSA=13.3. (3) Drug 2: CC12CCC3C(C1CCC2O)C(CC4=C3C=CC(=C4)O)CCCCCCCCCS(=O)CCCC(C(F)(F)F)(F)F. Synergy scores: CSS=13.0, Synergy_ZIP=-1.56, Synergy_Bliss=6.58, Synergy_Loewe=6.70, Synergy_HSA=6.71. Drug 1: CS(=O)(=O)C1=CC(=C(C=C1)C(=O)NC2=CC(=C(C=C2)Cl)C3=CC=CC=N3)Cl. Cell line: TK-10. (4) Drug 1: C1CN(P(=O)(OC1)NCCCl)CCCl. Drug 2: CC1C(C(CC(O1)OC2CC(CC3=C2C(=C4C(=C3O)C(=O)C5=C(C4=O)C(=CC=C5)OC)O)(C(=O)CO)O)N)O.Cl. Cell line: PC-3. Synergy scores: CSS=45.6, Synergy_ZIP=-4.17, Synergy_Bliss=-6.01, Synergy_Loewe=-11.1, Synergy_HSA=-2.40. (5) Drug 1: CCC(=C(C1=CC=CC=C1)C2=CC=C(C=C2)OCCN(C)C)C3=CC=CC=C3.C(C(=O)O)C(CC(=O)O)(C(=O)O)O. Drug 2: CN1C(=O)N2C=NC(=C2N=N1)C(=O)N. Cell line: IGROV1. Synergy scores: CSS=-0.966, Synergy_ZIP=-1.49, Synergy_Bliss=-2.83, Synergy_Loewe=-5.88, Synergy_HSA=-5.19. (6) Drug 1: CCC(=C(C1=CC=CC=C1)C2=CC=C(C=C2)OCCN(C)C)C3=CC=CC=C3.C(C(=O)O)C(CC(=O)O)(C(=O)O)O. Drug 2: CCCCCOC(=O)NC1=NC(=O)N(C=C1F)C2C(C(C(O2)C)O)O. Cell line: SN12C. Synergy scores: CSS=1.90, Synergy_ZIP=-2.23, Synergy_Bliss=-4.10, Synergy_Loewe=-4.28, Synergy_HSA=-4.41. (7) Drug 1: CC1OCC2C(O1)C(C(C(O2)OC3C4COC(=O)C4C(C5=CC6=C(C=C35)OCO6)C7=CC(=C(C(=C7)OC)O)OC)O)O. Drug 2: CN(C)C1=NC(=NC(=N1)N(C)C)N(C)C. Cell line: SNB-75. Synergy scores: CSS=19.0, Synergy_ZIP=7.52, Synergy_Bliss=11.2, Synergy_Loewe=-3.66, Synergy_HSA=9.67.